Dataset: Forward reaction prediction with 1.9M reactions from USPTO patents (1976-2016). Task: Predict the product of the given reaction. (1) Given the reactants [C:1]([CH:3]1[CH2:8][O:7][N:6]([C:9]([O:11][CH2:12][CH3:13])=[O:10])[CH2:5][CH2:4]1)#[N:2].C(N)(=[S:16])C.O, predict the reaction product. The product is: [NH2:2][C:1](=[S:16])[CH:3]1[CH2:8][O:7][N:6]([C:9]([O:11][CH2:12][CH3:13])=[O:10])[CH2:5][CH2:4]1. (2) Given the reactants [Br:1][C:2]1[CH:3]=[C:4]2[C:8](=[C:9]([CH2:11]O)[CH:10]=1)[N:7]([CH2:13][CH:14]([CH3:16])[CH3:15])[N:6]=[CH:5]2.[CH3:17][O:18][C:19]([C:21]1[CH:22]=[C:23]2[C:27](=[CH:28][CH:29]=1)[NH:26][N:25]=[C:24]2[CH3:30])=[O:20], predict the reaction product. The product is: [CH3:17][O:18][C:19]([C:21]1[CH:22]=[C:23]2[C:27](=[CH:28][CH:29]=1)[N:26]([CH2:11][C:9]1[CH:10]=[C:2]([Br:1])[CH:3]=[C:4]3[C:8]=1[N:7]([CH2:13][CH:14]([CH3:16])[CH3:15])[N:6]=[CH:5]3)[N:25]=[C:24]2[CH3:30])=[O:20]. (3) Given the reactants [Br:1][C:2]1[CH:7]=[C:6]([N+:8]([O-:10])=[O:9])[CH:5]=[CH:4][C:3]=1[CH3:11].[O-:12][Mn](=O)(=O)=O.[K+].[OH2:18], predict the reaction product. The product is: [Br:1][C:2]1[CH:7]=[C:6]([N+:8]([O-:10])=[O:9])[CH:5]=[CH:4][C:3]=1[C:11]([OH:12])=[O:18]. (4) The product is: [Cl:15][C:13]1[CH:12]=[CH:11][C:10]2[NH:4][C:5](=[O:38])[C@@H:6]([CH2:26][C:27]3[O:28][C:29]([CH2:32][CH2:33][C:34]([O:36][CH3:37])=[O:35])=[CH:30][N:31]=3)[S:7][C@H:8]([C:16]3[CH:21]=[CH:20][CH:19]=[C:18]([O:22][CH3:23])[C:17]=3[O:24][CH3:25])[C:9]=2[CH:14]=1. Given the reactants C([N:4]1[C:10]2[CH:11]=[CH:12][C:13]([Cl:15])=[CH:14][C:9]=2[C@@H:8]([C:16]2[CH:21]=[CH:20][CH:19]=[C:18]([O:22][CH3:23])[C:17]=2[O:24][CH3:25])[S:7][C@H:6]([CH2:26][C:27]2[O:28][C:29]([CH2:32][CH2:33][C:34]([O:36][CH3:37])=[O:35])=[CH:30][N:31]=2)[C:5]1=[O:38])C=C.CCCCCC.C[Al](C)C.Cl, predict the reaction product. (5) The product is: [C:1]([C:4]1[N:5]=[C:6]([N:9]2[CH2:13][CH2:12][C@@H:11]([O:14][S:16]([CH3:15])(=[O:18])=[O:17])[CH2:10]2)[S:7][CH:8]=1)(=[O:3])[NH2:2]. Given the reactants [C:1]([C:4]1[N:5]=[C:6]([N:9]2[CH2:13][CH2:12][C@@H:11]([OH:14])[CH2:10]2)[S:7][CH:8]=1)(=[O:3])[NH2:2].[CH3:15][S:16](Cl)(=[O:18])=[O:17].C(N(CC)CC)C.CO, predict the reaction product. (6) Given the reactants [CH:1]1([C:7]2[CH:8]=[CH:9][C:10]3[O:14][C:13](B(O)O)=[CH:12][C:11]=3[CH:18]=2)[CH2:6][CH2:5][CH2:4][CH2:3][CH2:2]1.Br[C:20]1[CH:27]=[CH:26][C:23]([CH:24]=[O:25])=[CH:22][CH:21]=1.C(N(CC)CC)C, predict the reaction product. The product is: [CH:1]1([C:7]2[CH:8]=[CH:9][C:10]3[O:14][C:13]([C:20]4[CH:27]=[CH:26][C:23]([CH:24]=[O:25])=[CH:22][CH:21]=4)=[CH:12][C:11]=3[CH:18]=2)[CH2:6][CH2:5][CH2:4][CH2:3][CH2:2]1.